This data is from Reaction yield outcomes from USPTO patents with 853,638 reactions. The task is: Predict the reaction yield, written as a fraction of the theoretical maximum amount of product (1.0 means a 100% yield; for example, 0.34 means a 34% yield). The reactants are [Br:1][C:2]1[O:3][C:4]([C:11]([OH:13])=O)=[C:5]([C:7]([F:10])([F:9])[F:8])[N:6]=1.C(Cl)(=O)C([Cl:17])=O.CN(C=O)C. The catalyst is C(Cl)Cl. The product is [Br:1][C:2]1[O:3][C:4]([C:11]([Cl:17])=[O:13])=[C:5]([C:7]([F:10])([F:9])[F:8])[N:6]=1. The yield is 0.960.